Dataset: Full USPTO retrosynthesis dataset with 1.9M reactions from patents (1976-2016). Task: Predict the reactants needed to synthesize the given product. Given the product [CH3:25][O:24][C:22](=[O:23])[CH:21]([O:20][CH3:19])[CH:13]([C:12]1[CH:15]=[CH:16][C:9]([O:8][CH2:1][C:2]2[CH:3]=[CH:4][CH:5]=[CH:6][CH:7]=2)=[C:10]([O:17][CH3:18])[CH:11]=1)[OH:14], predict the reactants needed to synthesize it. The reactants are: [CH2:1]([O:8][C:9]1[CH:16]=[CH:15][C:12]([CH:13]=[O:14])=[CH:11][C:10]=1[O:17][CH3:18])[C:2]1[CH:7]=[CH:6][CH:5]=[CH:4][CH:3]=1.[CH3:19][O:20][CH2:21][C:22]([O:24][CH3:25])=[O:23].C[Si]([N-][Si](C)(C)C)(C)C.[Na+].